Dataset: hERG Central: cardiac toxicity at 1µM, 10µM, and general inhibition. Task: Predict hERG channel inhibition at various concentrations. (1) The molecule is CCc1ccc2[nH]c(=O)c(CN(CCN(C)C)C(=O)Nc3ccccc3OC)cc2c1. Results: hERG_inhib (hERG inhibition (general)): blocker. (2) The drug is CSc1ccc(CCNC(=O)C2CCCN(c3ncnc4c3nc3n4CCCCC3)C2)cc1. Results: hERG_inhib (hERG inhibition (general)): blocker. (3) The drug is CCN(CC)c1ccc(CNCCc2ccc(F)cc2)cc1.Cl. Results: hERG_inhib (hERG inhibition (general)): blocker. (4) The molecule is CCN(CC)CCNC(=O)c1ccc(Sc2ccc(Cl)cc2)c(NC(C)=O)c1. Results: hERG_inhib (hERG inhibition (general)): blocker. (5) The compound is CN1CCN(CCCN2c3ccccc3Sc3ccc(Cl)cc32)CC1.O=S(=O)(O)CCS(=O)(=O)O. Results: hERG_inhib (hERG inhibition (general)): blocker. (6) The drug is COc1cc2ncnc(NCc3cccc(Cl)c3)c2cc1OC. Results: hERG_inhib (hERG inhibition (general)): blocker. (7) The drug is CCS(=O)(=O)N1CCC(C(=O)NCCCN2CCC(Cc3ccccc3)CC2)CC1. Results: hERG_inhib (hERG inhibition (general)): blocker. (8) The compound is Cc1cc(OCCN2CCC(Cc3ccccc3)CC2)ccc1[N+](=O)[O-].O=C(O)C(=O)O. Results: hERG_inhib (hERG inhibition (general)): blocker.